This data is from NCI-60 drug combinations with 297,098 pairs across 59 cell lines. The task is: Regression. Given two drug SMILES strings and cell line genomic features, predict the synergy score measuring deviation from expected non-interaction effect. (1) Drug 1: CCCCC(=O)OCC(=O)C1(CC(C2=C(C1)C(=C3C(=C2O)C(=O)C4=C(C3=O)C=CC=C4OC)O)OC5CC(C(C(O5)C)O)NC(=O)C(F)(F)F)O. Drug 2: C(CC(=O)O)C(=O)CN.Cl. Cell line: UACC62. Synergy scores: CSS=57.4, Synergy_ZIP=2.58, Synergy_Bliss=1.47, Synergy_Loewe=-38.7, Synergy_HSA=-0.701. (2) Drug 1: CCCS(=O)(=O)NC1=C(C(=C(C=C1)F)C(=O)C2=CNC3=C2C=C(C=N3)C4=CC=C(C=C4)Cl)F. Drug 2: CC1=C(C=C(C=C1)NC(=O)C2=CC=C(C=C2)CN3CCN(CC3)C)NC4=NC=CC(=N4)C5=CN=CC=C5. Cell line: CCRF-CEM. Synergy scores: CSS=3.92, Synergy_ZIP=0.960, Synergy_Bliss=-1.01, Synergy_Loewe=-4.94, Synergy_HSA=-4.82. (3) Drug 1: C1CCC(CC1)NC(=O)N(CCCl)N=O. Drug 2: CC12CCC3C(C1CCC2O)C(CC4=C3C=CC(=C4)O)CCCCCCCCCS(=O)CCCC(C(F)(F)F)(F)F. Cell line: SR. Synergy scores: CSS=51.4, Synergy_ZIP=4.01, Synergy_Bliss=2.93, Synergy_Loewe=-0.568, Synergy_HSA=2.35. (4) Drug 1: CC1=C2C(C(=O)C3(C(CC4C(C3C(C(C2(C)C)(CC1OC(=O)C(C(C5=CC=CC=C5)NC(=O)C6=CC=CC=C6)O)O)OC(=O)C7=CC=CC=C7)(CO4)OC(=O)C)O)C)OC(=O)C. Synergy scores: CSS=65.5, Synergy_ZIP=-1.83, Synergy_Bliss=-2.88, Synergy_Loewe=-2.10, Synergy_HSA=0.462. Cell line: SR. Drug 2: CCC1(C2=C(COC1=O)C(=O)N3CC4=CC5=C(C=CC(=C5CN(C)C)O)N=C4C3=C2)O.Cl. (5) Cell line: SK-MEL-5. Synergy scores: CSS=31.6, Synergy_ZIP=-12.6, Synergy_Bliss=-16.4, Synergy_Loewe=-21.5, Synergy_HSA=-13.3. Drug 1: CC1C(C(=O)NC(C(=O)N2CCCC2C(=O)N(CC(=O)N(C(C(=O)O1)C(C)C)C)C)C(C)C)NC(=O)C3=C4C(=C(C=C3)C)OC5=C(C(=O)C(=C(C5=N4)C(=O)NC6C(OC(=O)C(N(C(=O)CN(C(=O)C7CCCN7C(=O)C(NC6=O)C(C)C)C)C)C(C)C)C)N)C. Drug 2: CN1C2=C(C=C(C=C2)N(CCCl)CCCl)N=C1CCCC(=O)O.Cl. (6) Drug 1: C1CC(C1)(C(=O)O)C(=O)O.[NH2-].[NH2-].[Pt+2]. Drug 2: CC1C(C(CC(O1)OC2CC(OC(C2O)C)OC3=CC4=CC5=C(C(=O)C(C(C5)C(C(=O)C(C(C)O)O)OC)OC6CC(C(C(O6)C)O)OC7CC(C(C(O7)C)O)OC8CC(C(C(O8)C)O)(C)O)C(=C4C(=C3C)O)O)O)O. Cell line: ACHN. Synergy scores: CSS=45.6, Synergy_ZIP=-1.35, Synergy_Bliss=-0.129, Synergy_Loewe=-26.2, Synergy_HSA=0.173.